Dataset: NCI-60 drug combinations with 297,098 pairs across 59 cell lines. Task: Regression. Given two drug SMILES strings and cell line genomic features, predict the synergy score measuring deviation from expected non-interaction effect. (1) Drug 1: CC1=C(C=C(C=C1)NC(=O)C2=CC=C(C=C2)CN3CCN(CC3)C)NC4=NC=CC(=N4)C5=CN=CC=C5. Drug 2: CC1CCC2CC(C(=CC=CC=CC(CC(C(=O)C(C(C(=CC(C(=O)CC(OC(=O)C3CCCCN3C(=O)C(=O)C1(O2)O)C(C)CC4CCC(C(C4)OC)OCCO)C)C)O)OC)C)C)C)OC. Cell line: UACC-257. Synergy scores: CSS=-4.84, Synergy_ZIP=2.05, Synergy_Bliss=0.232, Synergy_Loewe=-5.44, Synergy_HSA=-6.28. (2) Cell line: TK-10. Drug 2: CCCCC(=O)OCC(=O)C1(CC(C2=C(C1)C(=C3C(=C2O)C(=O)C4=C(C3=O)C=CC=C4OC)O)OC5CC(C(C(O5)C)O)NC(=O)C(F)(F)F)O. Drug 1: C1=CC(=C2C(=C1NCCNCCO)C(=O)C3=C(C=CC(=C3C2=O)O)O)NCCNCCO. Synergy scores: CSS=30.4, Synergy_ZIP=-1.06, Synergy_Bliss=-2.45, Synergy_Loewe=-3.47, Synergy_HSA=-1.39. (3) Drug 1: C1=NC2=C(N1)C(=S)N=CN2. Drug 2: CN(CCCl)CCCl.Cl. Cell line: UO-31. Synergy scores: CSS=22.2, Synergy_ZIP=0.671, Synergy_Bliss=5.37, Synergy_Loewe=0.946, Synergy_HSA=1.23. (4) Drug 1: CC12CCC(CC1=CCC3C2CCC4(C3CC=C4C5=CN=CC=C5)C)O. Drug 2: C1C(C(OC1N2C=NC3=C2NC=NCC3O)CO)O. Cell line: SK-MEL-5. Synergy scores: CSS=2.36, Synergy_ZIP=2.17, Synergy_Bliss=5.20, Synergy_Loewe=0.00285, Synergy_HSA=1.45.